From a dataset of Reaction yield outcomes from USPTO patents with 853,638 reactions. Predict the reaction yield, written as a fraction of the theoretical maximum amount of product (1.0 means a 100% yield; for example, 0.34 means a 34% yield). (1) The catalyst is [Os](=O)(=O)(=O)=O.O. The yield is 0.360. The product is [C:1]([C:3]1[CH:8]=[CH:7][CH:6]=[CH:5][C:4]=1[C:9]1[CH:14]=[CH:13][C:12]([CH2:15][C:16]2[C:17](=[O:44])[N:18]([C@H:28]3[CH2:33][CH2:32][C@H:31]([O:34][CH:35]([CH2:41][CH2:42][OH:47])[C:36]([O:38][CH2:39][CH3:40])=[O:37])[CH2:30][CH2:29]3)[C:19]3[N:20]([N:25]=[CH:26][N:27]=3)[C:21]=2[CH2:22][CH2:23][CH3:24])=[C:11]([F:45])[CH:10]=1)#[N:2]. The reactants are [C:1]([C:3]1[CH:8]=[CH:7][CH:6]=[CH:5][C:4]=1[C:9]1[CH:14]=[CH:13][C:12]([CH2:15][C:16]2[C:17](=[O:44])[N:18]([C@H:28]3[CH2:33][CH2:32][C@H:31]([O:34][CH:35]([CH2:41][CH:42]=C)[C:36]([O:38][CH2:39][CH3:40])=[O:37])[CH2:30][CH2:29]3)[C:19]3[N:20]([N:25]=[CH:26][N:27]=3)[C:21]=2[CH2:22][CH2:23][CH3:24])=[C:11]([F:45])[CH:10]=1)#[N:2].I([O-])(=O)(=O)=[O:47].[Na+].CC(C)=O.C(#N)C. (2) The reactants are [C:1]([N:5]1[CH:9]=[C:8]([CH:10](OCC)[O:11]CC)[N:7]=[N:6]1)([CH3:4])([CH3:3])[CH3:2].O.FC(F)(F)C(O)=O.[O-][Mn](=O)(=O)=O.[K+]. The catalyst is ClCCl.CCOC(C)=O. The product is [C:1]([N:5]1[CH:9]=[C:8]([CH:10]=[O:11])[N:7]=[N:6]1)([CH3:4])([CH3:3])[CH3:2]. The yield is 0.820. (3) The catalyst is C(#N)C. The yield is 0.760. The reactants are [F:1][C:2]1[CH:3]=[CH:4][C:5]([OH:11])=[C:6]([C:8](=[O:10])[CH3:9])[CH:7]=1.C(=O)([O-])[O-].[K+].[K+].BrC[C:20]([CH:22]1[CH2:27][CH2:26][CH2:25][CH2:24][CH2:23]1)=[O:21]. The product is [CH:22]1([C:20]([C:9]2[O:11][C:5]3[CH:4]=[CH:3][C:2]([F:1])=[CH:7][C:6]=3[C:8]=2[OH:10])=[O:21])[CH2:27][CH2:26][CH2:25][CH2:24][CH2:23]1. (4) The reactants are [CH3:1][N:2]([CH3:7])[CH2:3][C:4](O)=[O:5].C(N(C(C)C)C(C)C)C.CN(C(ON1N=NC2C=CC=CC1=2)=[N+](C)C)C.[B-](F)(F)(F)F.[C@H:39]1([NH:48][C:49]2[CH:58]=[CH:57][C:56]3[C:55]([NH2:59])=[CH:54][CH:53]=[CH:52][C:51]=3[N:50]=2)[C:47]2[C:42](=[CH:43][CH:44]=[CH:45][CH:46]=2)[CH2:41][CH2:40]1.C([O-])(O)=O.[Na+]. The catalyst is ClCCl.CN(C=O)C. The product is [CH3:1][N:2]([CH3:7])[CH2:3][C:4]([NH:59][C:55]1[CH:54]=[CH:53][CH:52]=[C:51]2[C:56]=1[CH:57]=[CH:58][C:49]([NH:48][C@H:39]1[C:47]3[C:42](=[CH:43][CH:44]=[CH:45][CH:46]=3)[CH2:41][CH2:40]1)=[N:50]2)=[O:5]. The yield is 0.580. (5) The reactants are [NH2:1][C:2]1[C:11]([O:12][CH3:13])=[CH:10][C:5]([C:6]([O:8]C)=[O:7])=[C:4]([F:14])[CH:3]=1.[OH-].[Na+]. The catalyst is CO. The product is [NH2:1][C:2]1[C:11]([O:12][CH3:13])=[CH:10][C:5]([C:6]([OH:8])=[O:7])=[C:4]([F:14])[CH:3]=1. The yield is 0.990. (6) The reactants are [CH:1]1[C:13]2[CH:12]([CH2:14][O:15][C:16]([NH:18][C@@H:19]3[CH2:23][N:22](C(OC(C)(C)C)=O)[C@H:21]([C:31](=[O:43])[NH:32][C@H:33]4[C:42]5[C:37](=[CH:38][CH:39]=[CH:40][CH:41]=5)[CH2:36][CH2:35][CH2:34]4)[CH2:20]3)=[O:17])[C:11]3[C:6](=[CH:7][CH:8]=[CH:9][CH:10]=3)[C:5]=2[CH:4]=[CH:3][CH:2]=1.C(O)(C(F)(F)F)=O. The catalyst is C(Cl)Cl. The product is [C@H:33]1([NH:32][C:31]([C@H:21]2[NH:22][CH2:23][C@@H:19]([NH:18][C:16](=[O:17])[O:15][CH2:14][CH:12]3[C:11]4[CH:10]=[CH:9][CH:8]=[CH:7][C:6]=4[C:5]4[C:13]3=[CH:1][CH:2]=[CH:3][CH:4]=4)[CH2:20]2)=[O:43])[C:42]2[C:37](=[CH:38][CH:39]=[CH:40][CH:41]=2)[CH2:36][CH2:35][CH2:34]1. The yield is 1.00. (7) No catalyst specified. The product is [Cl:11][C:8]1[N:9]=[CH:10][C:5]2[S:4][CH:3]=[C:2]([C:14]3[CH:13]=[N:12][C:21]4[C:16]([CH:15]=3)=[CH:17][CH:18]=[CH:19][CH:20]=4)[C:6]=2[N:7]=1. The yield is 0.580. The reactants are Br[C:2]1[C:6]2[N:7]=[C:8]([Cl:11])[N:9]=[CH:10][C:5]=2[S:4][CH:3]=1.[N:12]1[C:21]2[C:16](=[CH:17][CH:18]=[CH:19][CH:20]=2)[CH:15]=[C:14](B(O)O)[CH:13]=1.